This data is from NCI-60 drug combinations with 297,098 pairs across 59 cell lines. The task is: Regression. Given two drug SMILES strings and cell line genomic features, predict the synergy score measuring deviation from expected non-interaction effect. (1) Drug 1: C(=O)(N)NO. Drug 2: N.N.Cl[Pt+2]Cl. Cell line: BT-549. Synergy scores: CSS=17.2, Synergy_ZIP=-0.310, Synergy_Bliss=2.94, Synergy_Loewe=-22.0, Synergy_HSA=-1.58. (2) Drug 1: CC(C1=C(C=CC(=C1Cl)F)Cl)OC2=C(N=CC(=C2)C3=CN(N=C3)C4CCNCC4)N. Drug 2: C(=O)(N)NO. Cell line: KM12. Synergy scores: CSS=38.6, Synergy_ZIP=-2.62, Synergy_Bliss=-1.31, Synergy_Loewe=-0.239, Synergy_HSA=1.15. (3) Drug 1: CC1C(C(CC(O1)OC2CC(CC3=C2C(=C4C(=C3O)C(=O)C5=C(C4=O)C(=CC=C5)OC)O)(C(=O)CO)O)N)O.Cl. Drug 2: C1=CC=C(C(=C1)C(C2=CC=C(C=C2)Cl)C(Cl)Cl)Cl. Cell line: OVCAR3. Synergy scores: CSS=2.31, Synergy_ZIP=8.04, Synergy_Bliss=25.2, Synergy_Loewe=-23.9, Synergy_HSA=1.71. (4) Drug 1: C1=NC2=C(N1)C(=S)N=CN2. Drug 2: CN(CCCl)CCCl.Cl. Cell line: EKVX. Synergy scores: CSS=-6.18, Synergy_ZIP=2.08, Synergy_Bliss=2.60, Synergy_Loewe=-6.30, Synergy_HSA=-3.25. (5) Drug 1: C1=CC=C(C(=C1)C(C2=CC=C(C=C2)Cl)C(Cl)Cl)Cl. Drug 2: CC1=C(C=C(C=C1)C(=O)NC2=CC(=CC(=C2)C(F)(F)F)N3C=C(N=C3)C)NC4=NC=CC(=N4)C5=CN=CC=C5. Cell line: SNB-75. Synergy scores: CSS=-1.76, Synergy_ZIP=1.71, Synergy_Bliss=1.34, Synergy_Loewe=0.350, Synergy_HSA=-2.87. (6) Drug 1: CNC(=O)C1=CC=CC=C1SC2=CC3=C(C=C2)C(=NN3)C=CC4=CC=CC=N4. Drug 2: C#CCC(CC1=CN=C2C(=N1)C(=NC(=N2)N)N)C3=CC=C(C=C3)C(=O)NC(CCC(=O)O)C(=O)O. Cell line: RXF 393. Synergy scores: CSS=-2.94, Synergy_ZIP=-0.483, Synergy_Bliss=-2.59, Synergy_Loewe=-6.06, Synergy_HSA=-3.43.